From a dataset of Reaction yield outcomes from USPTO patents with 853,638 reactions. Predict the reaction yield, written as a fraction of the theoretical maximum amount of product (1.0 means a 100% yield; for example, 0.34 means a 34% yield). (1) The reactants are [Br:1][C:2]1[CH:3]=[CH:4][C:5]([O:20]C)=[C:6]([S:8]([NH:11][C:12]2[CH:17]=[C:16]([Cl:18])[CH:15]=[C:14]([Cl:19])[CH:13]=2)(=[O:10])=[O:9])[CH:7]=1.[I-].[Li+].N1C(C)=CC(C)=CC=1C.Cl. No catalyst specified. The product is [Br:1][C:2]1[CH:3]=[CH:4][C:5]([OH:20])=[C:6]([S:8]([NH:11][C:12]2[CH:17]=[C:16]([Cl:18])[CH:15]=[C:14]([Cl:19])[CH:13]=2)(=[O:10])=[O:9])[CH:7]=1. The yield is 0.453. (2) The reactants are Cl[C:2]1[C:11]([CH:12]=[O:13])=[CH:10][C:9]2[C:4](=[CH:5][CH:6]=[C:7](OC)[CH:8]=2)[N:3]=1.[CH3:16][NH:17][CH3:18].O1CCOC[CH2:20]1. No catalyst specified. The product is [CH3:16][N:17]([CH3:18])[C:2]1[C:11]([CH:12]=[O:13])=[CH:10][C:9]2[C:4](=[CH:5][CH:6]=[C:7]([CH3:20])[CH:8]=2)[N:3]=1. The yield is 0.950. (3) The product is [C:1]1([C:7]2[N:8]=[C:9]([CH2:19][NH2:20])[S:10][C:11]=2[S:12][C:13]2[CH:14]=[CH:15][CH:16]=[CH:17][CH:18]=2)[CH:2]=[CH:3][CH:4]=[CH:5][CH:6]=1. The catalyst is C(O)C. The reactants are [C:1]1([C:7]2[N:8]=[C:9]([CH2:19][N:20]3C(=O)C4C(=CC=CC=4)C3=O)[S:10][C:11]=2[S:12][C:13]2[CH:18]=[CH:17][CH:16]=[CH:15][CH:14]=2)[CH:6]=[CH:5][CH:4]=[CH:3][CH:2]=1.O.NN.O. The yield is 0.970. (4) The reactants are F[P-](F)(F)(F)(F)F.C[N+](C)=C(N(C)C)ON1C2N=CC=CC=2N=N1.C(N(CC)C(C)C)(C)C.[NH2:34][C:35]1[N:44]=[C:43]([N:45]2[CH2:50][CH2:49][N:48]([CH3:51])[CH2:47][CH2:46]2)[C:42]2[C:37](=[CH:38][C:39]([C:52]([OH:54])=O)=[CH:40][CH:41]=2)[N:36]=1.[NH2:55][CH:56]([CH2:62][C:63]1[CH:64]=[N:65][C:66]([C:69]2[CH:74]=[CH:73][CH:72]=[C:71]([F:75])[C:70]=2[F:76])=[CH:67][CH:68]=1)[C:57]([N:59]([CH3:61])[CH3:60])=[O:58]. The catalyst is CN(C)C=O. The product is [NH2:34][C:35]1[N:44]=[C:43]([N:45]2[CH2:46][CH2:47][N:48]([CH3:51])[CH2:49][CH2:50]2)[C:42]2[C:37](=[CH:38][C:39]([C:52]([NH:55][CH:56]([CH2:62][C:63]3[CH:64]=[N:65][C:66]([C:69]4[CH:74]=[CH:73][CH:72]=[C:71]([F:75])[C:70]=4[F:76])=[CH:67][CH:68]=3)[C:57]([N:59]([CH3:61])[CH3:60])=[O:58])=[O:54])=[CH:40][CH:41]=2)[N:36]=1. The yield is 0.100. (5) The reactants are [NH2:1][C:2]1[CH:3]=[C:4]([CH:23]=[CH:24][CH:25]=1)[O:5][C:6]1[CH:20]=[CH:19][C:9]2[N:10]=[C:11]([NH:13][C:14]([CH:16]3[CH2:18][CH2:17]3)=[O:15])[S:12][C:8]=2[C:7]=1[C:21]#[N:22].[F:26][C:27]([F:42])([F:41])[C:28]1[CH:29]=[C:30]([CH:34]=[CH:35][C:36]=1[C:37]([F:40])([F:39])[F:38])[C:31](O)=[O:32].F[P-](F)(F)(F)(F)F.N1(OC(N(C)C)=[N+](C)C)C2N=CC=CC=2N=N1.N1C=CC=CC=1. The catalyst is C(OCC)(=O)C. The product is [C:21]([C:7]1[C:8]2[S:12][C:11]([NH:13][C:14]([CH:16]3[CH2:18][CH2:17]3)=[O:15])=[N:10][C:9]=2[CH:19]=[CH:20][C:6]=1[O:5][C:4]1[CH:3]=[C:2]([NH:1][C:31](=[O:32])[C:30]2[CH:34]=[CH:35][C:36]([C:37]([F:38])([F:39])[F:40])=[C:28]([C:27]([F:26])([F:41])[F:42])[CH:29]=2)[CH:25]=[CH:24][CH:23]=1)#[N:22]. The yield is 0.710. (6) The reactants are [Br:1][C:2]1[C:3](Cl)=[N:4][C:5]([Cl:8])=[N:6][CH:7]=1.[CH3:10][NH2:11]. The catalyst is C1COCC1. The product is [Br:1][C:2]1[C:3]([NH:11][CH3:10])=[N:4][C:5]([Cl:8])=[N:6][CH:7]=1. The yield is 0.750.